This data is from Peptide-MHC class II binding affinity with 134,281 pairs from IEDB. The task is: Regression. Given a peptide amino acid sequence and an MHC pseudo amino acid sequence, predict their binding affinity value. This is MHC class II binding data. (1) The peptide sequence is DVKFPLGGQIVGGVY. The MHC is HLA-DQA10501-DQB10301 with pseudo-sequence HLA-DQA10501-DQB10301. The binding affinity (normalized) is 0.742. (2) The peptide sequence is VALFAVFLGSAHGIP. The MHC is HLA-DPA10103-DPB10401 with pseudo-sequence HLA-DPA10103-DPB10401. The binding affinity (normalized) is 0.0936. (3) The peptide sequence is SQDLELSWNLNGNQAY. The MHC is DRB1_0802 with pseudo-sequence DRB1_0802. The binding affinity (normalized) is 0.172. (4) The peptide sequence is AFKVAATQANAAPAN. The MHC is DRB1_0701 with pseudo-sequence DRB1_0701. The binding affinity (normalized) is 0.821. (5) The peptide sequence is FLHLVGFPTHRHIRG. The MHC is DRB1_0401 with pseudo-sequence DRB1_0401. The binding affinity (normalized) is 0.961. (6) The peptide sequence is KKPDFILATDIAEMG. The binding affinity (normalized) is 0.613. The MHC is DRB1_0301 with pseudo-sequence DRB1_0301.